From a dataset of Experimentally validated miRNA-target interactions with 360,000+ pairs, plus equal number of negative samples. Binary Classification. Given a miRNA mature sequence and a target amino acid sequence, predict their likelihood of interaction. (1) The protein sequence of the target gene is MGKRRCVPPLEPKLAAGCCGVKKPKLSGSGTHSHGNQSTTVPGSSSGPLQNHQHVDSSSGRENVSDLTLGPGNSPITRMNPASGALSPLPRPNGTANTTKNLVVTAEMCCYCFDVLYCHLYGFPQPRLPRFTNDPYPLFVTWKTGRDKRLRGCIGTFSAMNLHSGLREYTLTSALKDSRFPPLTREELPKLFCSVSLLTNFEDASDYLDWEVGVHGIRIEFINEKGVKRTATYLPEVAKEQDWDQIQTIDSLLRKGGFKAPITSEFRKTIKLTRYRSEKVTISYAEYIASRQHCFQNGTL.... The miRNA is hsa-miR-15b-5p with sequence UAGCAGCACAUCAUGGUUUACA. Result: 1 (interaction). (2) The miRNA is hsa-miR-512-5p with sequence CACUCAGCCUUGAGGGCACUUUC. The protein sequence of the target gene is MVQQVPENISFPAEEEKILEFWSKHNCFQECLKQSKLRPKFTFYDGPPFATGLPHYGHILAGTIKDIVTRYAHQSGFHVDRRFGWDCHGLPVEYEIDKTLGIKGPEDVAKMGIAEYNKQCRAIVMRYSAEWKSTVTRLGRWIDFDNDYKTLYPQFMESVWWVFKQLYDKGLVYRGVKVMPFSTACGTPLSNFESNQNYKDVQDPSVFVTFPLEEDENTSLVAWTTTPWTLPSNLALCVNPEIQYVKIKDVARGKLFILTEARLSALYKQESDYEILERFPGASLKGKKYKPLFDYFIKCK.... Result: 0 (no interaction). (3) The miRNA is mmu-miR-324-3p with sequence CCACUGCCCCAGGUGCUGCU. The protein sequence of the target gene is MTRLPKLAVFDLDYTLWPFWVDTHVDPPFHKSSDGTVRDRRGQNIQLYPEVPEVLGRLQSLGVPVAAASRTSEIQGANQLLELFDLGKYFIQREIYPGSKVTHFERLHHKTGVPFSQMVFFDDENRNIIDVGRLGVTCIHIRDGMSLQTLTQGLETFAKAQAGL. Result: 1 (interaction). (4) The miRNA is hsa-miR-4443 with sequence UUGGAGGCGUGGGUUUU. The protein sequence of the target gene is MFQLPILNFSPQQVAGVCETLEESGDVERLGRFLWSLPVAPAACEALNKNESVLRARAIVAFHGGNYRELYHILENHKFTKESHAKLQALWLEAHYQEAEKLRGRPLGPVDKYRVRKKFPLPRTIWDGEQKTHCFKERTRHLLREWYLQDPYPNPSKKRELAQATGLTPTQVGNWFKNRRQRDRAAAAKNRLQQQVLSQGPGRVLRSEGEGTPEVLGVASSPAASLSSKAATSAISITSSDSECDI. Result: 0 (no interaction). (5) The miRNA is hsa-miR-3919 with sequence GCAGAGAACAAAGGACUCAGU. The protein sequence of the target gene is MDPSGVKVLETAEDIQERRQQVLDRYHRFKELSTLRRQKLEDSYRFQFFQRDAEELEKWIQEKLQIASDENYKDPTNLQGKLQKHQAFEAEVQANSGAIVKLDETGNLMISEGHFASETIRTRLMELHRQWELLLEKMREKGIKLLQAQKLVQYLRECEDVMDWINDKEAIVTSEELGQDLEHVEVLQKKFEEFQTDMAAHEERVNEVNQFAAKLIQEQHPEEELIKTKQDEVNAAWQRLKGLALQRQGKLFGAAEVQRFNRDVDETISWIKEKEQLMASDDFGRDLASVQALLRKHEGL.... Result: 0 (no interaction). (6) The miRNA is hsa-miR-6834-3p with sequence UAUGUCCCAUCCCUCCAUCA. The protein sequence of the target gene is MAFALLRPVGAHVLYPDVRLLSEDEENRSESDASDQSFGCCEGLEAARRGPGPGSGRRASNGAGPVVVVRQRQAANARERDRTQSVNTAFTALRTLIPTEPVDRKLSKIETLRLASSYIAHLANVLLLGDAADDGQPCFRAAGGGKSAVPAADGRQPRSICTFCLSNQRKGGSRRDLGGSCLKVRGVAPLRGPRR. Result: 0 (no interaction). (7) The miRNA is hsa-miR-576-5p with sequence AUUCUAAUUUCUCCACGUCUUU. The protein sequence of the target gene is MAALLRSARWLLRAGAAPRLPLSLRLLPGGPGRLHAASYLPAARAGPVAGGLLSPARLYAIAAKEKDIQEESTFSSRKISNQFDWALMRLDLSVRRTGRIPKKLLQKVFNDTCRSGGLGGSHALLLLRSCGSLLPELKLEERTEFAHRIWDTLQKLGAVYDVSHYNALLKVYLQNEYKFSPTDFLAKMEEANIQPNRVTYQRLIASYCNVGDIEGASKILGFMKTKDLPVTEAVFSALVTGHARAGDMENAENILTVMRDAGIEPGPDTYLALLNAYAEKGDIDHVKQTLEKVEKSELHL.... Result: 1 (interaction). (8) Result: 0 (no interaction). The protein sequence of the target gene is MALTLLEDWCKGMDMDPRKALLIVGIPMECSEVEIQDTVKAGLQPLCAYRVLGRMFRREDNAKAVFIELADTVNYTTLPSHIPGKGGSWEVVVKPRNPDDEFLSRLNYFLKDEGRSMTDVARALGCCSLPAESLDAEVMPQVRSPPLEPPKESMWYRKLKVFSGTASPSPGEETFEDWLEQVTEIMPIWQVSEVEKRRRLLESLRGPALSIMRVLQANNDSITVEQCLDALKQIFGDKEDFRASQFRFLQTSPKIGEKVSTFLLRLEPLLQKAVHKSPLSVRSTDMIRLKHLLARVAMTP.... The miRNA is hsa-miR-211-5p with sequence UUCCCUUUGUCAUCCUUCGCCU.